This data is from Full USPTO retrosynthesis dataset with 1.9M reactions from patents (1976-2016). The task is: Predict the reactants needed to synthesize the given product. (1) The reactants are: [F:1][C:2]1[CH:7]=[CH:6][C:5]([C:8]2([OH:15])[CH2:13][CH2:12][C:11](=O)[CH2:10][CH2:9]2)=[CH:4][CH:3]=1.[NH:16]1[CH2:19][CH:18]([NH:20][C:21]([CH2:23][NH:24][C:25](=[O:36])[C:26]2[CH:31]=[CH:30][CH:29]=[C:28]([C:32]([F:35])([F:34])[F:33])[CH:27]=2)=[O:22])[CH2:17]1. Given the product [F:1][C:2]1[CH:7]=[CH:6][C:5]([C:8]2([OH:15])[CH2:13][CH2:12][CH:11]([N:16]3[CH2:19][CH:18]([NH:20][C:21]([CH2:23][NH:24][C:25](=[O:36])[C:26]4[CH:31]=[CH:30][CH:29]=[C:28]([C:32]([F:35])([F:33])[F:34])[CH:27]=4)=[O:22])[CH2:17]3)[CH2:10][CH2:9]2)=[CH:4][CH:3]=1, predict the reactants needed to synthesize it. (2) Given the product [F:1][C:2]([F:12])([CH:6]([OH:11])[CH2:7][CH:8]([CH3:10])[CH3:9])[C:3]([O:5][CH2:16][CH2:15][O:14][CH3:13])=[O:4], predict the reactants needed to synthesize it. The reactants are: [F:1][C:2]([F:12])([CH:6]([OH:11])[CH2:7][CH:8]([CH3:10])[CH3:9])[C:3]([OH:5])=[O:4].[CH3:13][O:14][CH2:15][CH2:16]O.C1C=CC=CC=1. (3) Given the product [Br:1][C:2]1[CH:7]=[C:6]2[C:5](=[CH:4][CH:3]=1)[O:21][C:10]([C:12]1[CH:13]=[CH:14][C:15]([O:18][CH3:19])=[CH:16][CH:17]=1)=[CH:9][C:8]2=[O:20], predict the reactants needed to synthesize it. The reactants are: [Br:1][C:2]1[CH:3]=[CH:4][C:5]([OH:21])=[C:6]([C:8](=[O:20])[CH2:9][C:10]([C:12]2[CH:17]=[CH:16][C:15]([O:18][CH3:19])=[CH:14][CH:13]=2)=O)[CH:7]=1.S(=O)(=O)(O)O. (4) Given the product [F:31][C:29]1[CH:28]=[CH:27][CH:26]=[C:25]2[C:30]=1[CH:22]([CH2:21][CH2:20][C:14]1([F:12])[CH2:19][CH2:18][CH2:17][CH2:16][CH2:15]1)[N:23]1[CH:34]=[N:33][CH:32]=[C:24]12, predict the reactants needed to synthesize it. The reactants are: [B-](F)(F)(F)F.CCN([S+](F)[F:12])CC.[CH:14]1([CH:20](O)[CH2:21][CH:22]2[C:30]3[C:25](=[CH:26][CH:27]=[CH:28][C:29]=3[F:31])[C:24]3=[CH:32][N:33]=[CH:34][N:23]23)[CH2:19][CH2:18][CH2:17][CH2:16][CH2:15]1. (5) Given the product [CH2:1]([S:3][C:4]1[CH:9]=[C:8]([C:10]([F:11])([F:12])[F:13])[N:7]=[N:6][C:5]=1[C:14]([NH:25][C:24]1[C:19]([NH:18][CH3:17])=[N:20][CH:21]=[C:22]([C:26]([F:27])([F:28])[F:29])[CH:23]=1)=[O:16])[CH3:2], predict the reactants needed to synthesize it. The reactants are: [CH2:1]([S:3][C:4]1[CH:9]=[C:8]([C:10]([F:13])([F:12])[F:11])[N:7]=[N:6][C:5]=1[C:14]([OH:16])=O)[CH3:2].[CH3:17][NH:18][C:19]1[C:24]([NH2:25])=[CH:23][C:22]([C:26]([F:29])([F:28])[F:27])=[CH:21][N:20]=1.CN(C(ON1N=NC2C=CC=NC1=2)=[N+](C)C)C.F[P-](F)(F)(F)(F)F.CCN(C(C)C)C(C)C. (6) Given the product [CH2:20]([N:8]([CH2:1][C:2]1[CH:3]=[CH:4][CH:5]=[CH:6][CH:7]=1)[C@H:9]([CH2:12][C:13]1[CH:18]=[CH:17][CH:16]=[CH:15][C:14]=1[F:19])[CH:10]=[O:11])[C:21]1[CH:22]=[CH:23][CH:24]=[CH:25][CH:26]=1, predict the reactants needed to synthesize it. The reactants are: [CH2:1]([N:8]([CH2:20][C:21]1[CH:26]=[CH:25][CH:24]=[CH:23][CH:22]=1)[C@H:9]([CH2:12][C:13]1[CH:18]=[CH:17][CH:16]=[CH:15][C:14]=1[F:19])[CH2:10][OH:11])[C:2]1[CH:7]=[CH:6][CH:5]=[CH:4][CH:3]=1. (7) Given the product [CH:34]1([C:27]2[C:28]3[C:33](=[CH:32][CH:31]=[CH:30][CH:29]=3)[C:24]([N:9]3[C:8]([C:37]4[CH:42]=[CH:41][CH:40]=[CH:39][CH:38]=4)=[N:12][N:11]=[C:10]3[S:13][C:14]([CH3:23])([CH3:22])[C:15]([O:17][C:18]([CH3:21])([CH3:20])[CH3:19])=[O:16])=[CH:25][CH:26]=2)[CH2:36][CH2:35]1, predict the reactants needed to synthesize it. The reactants are: C(=O)([O-])[O-].[Na+].[Na+].Br[C:8]1[N:9]([C:24]2[C:33]3[C:28](=[CH:29][CH:30]=[CH:31][CH:32]=3)[C:27]([CH:34]3[CH2:36][CH2:35]3)=[CH:26][CH:25]=2)[C:10]([S:13][C:14]([CH3:23])([CH3:22])[C:15]([O:17][C:18]([CH3:21])([CH3:20])[CH3:19])=[O:16])=[N:11][N:12]=1.[C:37]1(B(O)O)[CH:42]=[CH:41][CH:40]=[CH:39][CH:38]=1.